This data is from Peptide-MHC class II binding affinity with 134,281 pairs from IEDB. The task is: Regression. Given a peptide amino acid sequence and an MHC pseudo amino acid sequence, predict their binding affinity value. This is MHC class II binding data. (1) The peptide sequence is AFKVAATAANAAPAT. The MHC is DRB1_0401 with pseudo-sequence DRB1_0401. The binding affinity (normalized) is 0.187. (2) The peptide sequence is KTDCTKEVEEAWASA. The MHC is HLA-DQA10501-DQB10201 with pseudo-sequence HLA-DQA10501-DQB10201. The binding affinity (normalized) is 0.193. (3) The peptide sequence is HGGTWVSATLEQDKC. The MHC is DRB1_0901 with pseudo-sequence DRB1_0901. The binding affinity (normalized) is 0.575. (4) The peptide sequence is GAMRVTKDTNDNNLY. The MHC is HLA-DQA10102-DQB10501 with pseudo-sequence HLA-DQA10102-DQB10501. The binding affinity (normalized) is 0.347.